From a dataset of Reaction yield outcomes from USPTO patents with 853,638 reactions. Predict the reaction yield, written as a fraction of the theoretical maximum amount of product (1.0 means a 100% yield; for example, 0.34 means a 34% yield). (1) The reactants are F[C:2]1[CH:7]=[CH:6][C:5]([N+:8]([O-:10])=[O:9])=[CH:4][CH:3]=1.[NH:11]1[CH2:16][CH2:15][O:14][CH2:13][CH2:12]1.C(=O)([O-])[O-].[Cs+].[Cs+].O. The catalyst is CN(C=O)C. The product is [N+:8]([C:5]1[CH:6]=[CH:7][C:2]([N:11]2[CH2:16][CH2:15][O:14][CH2:13][CH2:12]2)=[CH:3][CH:4]=1)([O-:10])=[O:9]. The yield is 0.880. (2) The reactants are [CH2:1]([O:3][CH2:4][O:5][C:6](=[O:16])[CH:7]=[CH:8][C:9]1[CH:14]=[CH:13][C:12]([OH:15])=[CH:11][CH:10]=1)[CH3:2].[C:17]([O:21][CH2:22][CH2:23][CH2:24][CH2:25][CH2:26][CH2:27][O:28][C:29]1[CH:37]=[CH:36][C:32]([C:33](O)=[O:34])=[CH:31][CH:30]=1)(=[O:20])[CH:18]=[CH2:19]. The catalyst is ClCCl. The product is [C:17]([O:21][CH2:22][CH2:23][CH2:24][CH2:25][CH2:26][CH2:27][O:28][C:29]1[CH:37]=[CH:36][C:32]([C:33]([O:15][C:12]2[CH:11]=[CH:10][C:9]([CH:8]=[CH:7][C:6]([O:5][CH2:4][O:3][CH2:1][CH3:2])=[O:16])=[CH:14][CH:13]=2)=[O:34])=[CH:31][CH:30]=1)(=[O:20])[CH:18]=[CH2:19]. The yield is 0.400. (3) The reactants are [N+:1]([C:4]1[CH:9]=[C:8]([N+:10]([O-])=O)[CH:7]=[CH:6][C:5]=1[S:13][CH2:14][C:15]([OH:17])=O)([O-])=O.O.O.[Sn](Cl)Cl. The catalyst is C(O)C. The product is [NH2:10][C:8]1[CH:7]=[CH:6][C:5]2[S:13][CH2:14][C:15](=[O:17])[NH:1][C:4]=2[CH:9]=1. The yield is 0.520. (4) The reactants are [CH3:1][N:2]1[C:6]([Si](CC)(CC)CC)=[CH:5][N:4]=[CH:3]1.C([Li])(C)(C)C.CCCCC.[C:24]([C:26]1[CH:33]=[CH:32][C:29]([CH:30]=[O:31])=[CH:28][CH:27]=1)#[N:25]. The catalyst is C1COCC1. The product is [OH:31][CH:30]([C:6]1[N:2]([CH3:1])[CH:3]=[N:4][CH:5]=1)[C:29]1[CH:32]=[CH:33][C:26]([C:24]#[N:25])=[CH:27][CH:28]=1. The yield is 0.890. (5) The reactants are [Cl:1][C:2]1[CH:3]=[C:4]2[CH:10]=[CH:9][NH:8][C:5]2=[N:6][CH:7]=1.Cl.[CH3:12][NH:13][CH3:14].[CH2:15]=O. The catalyst is C(O)(C)C. The product is [Cl:1][C:2]1[CH:3]=[C:4]2[C:10]([CH2:12][N:13]([CH3:15])[CH3:14])=[CH:9][NH:8][C:5]2=[N:6][CH:7]=1. The yield is 0.910. (6) The reactants are [F:1][C:2]1([F:18])[CH2:6][N:5](C(OC(C)(C)C)=O)[C@@H:4]([C:14]([O:16][CH3:17])=[O:15])[CH2:3]1.FC(F)(F)C(O)=O. The catalyst is ClCCl. The product is [F:18][C:2]1([F:1])[CH2:6][NH:5][C@@H:4]([C:14]([O:16][CH3:17])=[O:15])[CH2:3]1. The yield is 0.740.